This data is from Catalyst prediction with 721,799 reactions and 888 catalyst types from USPTO. The task is: Predict which catalyst facilitates the given reaction. (1) Reactant: O.O.O.O.O.O.[Cl-:7].[Cl-:8].[Ni+2:9].[CH:10]1[CH:15]=[C:14]([S:16]([O-:19])(=[O:18])=[O:17])[CH:13]=[C:12]([P:20]([C:31]2[CH:36]=[CH:35][CH:34]=[C:33]([S:37]([O-:40])(=[O:39])=[O:38])[CH:32]=2)[C:21]2[CH:26]=[CH:25][CH:24]=[C:23]([S:27]([O-:30])(=[O:29])=[O:28])[CH:22]=2)[CH:11]=1.[Na+:41].[Na+].[Na+]. Product: [Cl:7][Ni:9][Cl:8].[CH:35]1[CH:34]=[C:33]([S:37]([O-:40])(=[O:39])=[O:38])[CH:32]=[C:31]([P:20]([C:12]2[CH:11]=[CH:10][CH:15]=[C:14]([S:16]([O-:19])(=[O:17])=[O:18])[CH:13]=2)[C:21]2[CH:26]=[CH:25][CH:24]=[C:23]([S:27]([O-:30])(=[O:29])=[O:28])[CH:22]=2)[CH:36]=1.[Na+:41].[Na+:41].[Na+:41]. The catalyst class is: 6. (2) Reactant: Br[C:2]1[C:3]([O:20][CH3:21])=[C:4]([CH:10]([NH:12][C:13](=[O:19])[O:14][C:15]([CH3:18])([CH3:17])[CH3:16])[CH3:11])[CH:5]=[C:6]([Cl:9])[C:7]=1[CH3:8].[C:22]([O:26][CH3:27])(=[O:25])[CH:23]=[CH2:24].C1(P(C2C=CC=CC=2)C2C=CC=CC=2)C=CC=CC=1.C(N(CC)CC)C. Product: [C:15]([O:14][C:13]([NH:12][CH:10]([C:4]1[C:3]([O:20][CH3:21])=[C:2](/[CH:24]=[CH:23]/[C:22]([O:26][CH3:27])=[O:25])[C:7]([CH3:8])=[C:6]([Cl:9])[CH:5]=1)[CH3:11])=[O:19])([CH3:18])([CH3:17])[CH3:16]. The catalyst class is: 274. (3) Reactant: Cl.Cl[CH2:3][CH2:4][NH:5][CH2:6][CH2:7]Cl.[O:9]1[CH2:14][CH2:13][O:12][C:11]2[C:15]([NH2:19])=[CH:16][CH:17]=[CH:18][C:10]1=2. Product: [O:9]1[CH2:14][CH2:13][O:12][C:11]2[C:15]([N:19]3[CH2:7][CH2:6][NH:5][CH2:4][CH2:3]3)=[CH:16][CH:17]=[CH:18][C:10]1=2. The catalyst class is: 159. (4) Reactant: [O:1]1[CH2:5][CH2:4][CH:3]([C:6]2[CH:14]=[CH:13][C:9]([C:10]([OH:12])=O)=[CH:8][CH:7]=2)[CH2:2]1.F[P-](F)(F)(F)(F)F.N1(OC(N(C)C)=[N+](C)C)C2N=CC=CC=2N=N1.C(N(CC)CC)C.[NH2:46][CH2:47][C:48]1[C:49]([OH:56])=[N:50][C:51]([CH3:55])=[CH:52][C:53]=1[CH3:54]. Product: [OH:56][C:49]1[C:48]([CH2:47][NH:46][C:10](=[O:12])[C:9]2[CH:8]=[CH:7][C:6]([CH:3]3[CH2:4][CH2:5][O:1][CH2:2]3)=[CH:14][CH:13]=2)=[C:53]([CH3:54])[CH:52]=[C:51]([CH3:55])[N:50]=1. The catalyst class is: 4. (5) The catalyst class is: 3. Product: [CH3:31][C:28]1[S:27][C:26]([C:24]2[CH:25]=[C:21]([C:19]3[S:20][C:16]([C:13]4[CH:12]=[C:7]5[C:6](=[CH:15][CH:14]=4)[C:5](=[O:4])[NH:2][NH:1][C:8]5=[O:10])=[CH:17][CH:18]=3)[S:22][C:23]=2[C:32]2[S:33][C:34]([CH3:37])=[CH:35][CH:36]=2)=[CH:30][CH:29]=1. Reactant: [NH2:1][NH2:2].C[O:4][C:5](=O)[C:6]1[C:7](=[CH:12][C:13]([C:16]2[S:20][C:19]([C:21]3[S:22][C:23]([C:32]4[S:33][C:34]([CH3:37])=[CH:35][CH:36]=4)=[C:24]([C:26]4[S:27][C:28]([CH3:31])=[CH:29][CH:30]=4)[CH:25]=3)=[CH:18][CH:17]=2)=[CH:14][CH:15]=1)[C:8]([O:10]C)=O.C(O)C. (6) Reactant: [NH2:1][C:2]1[C:7]([CH2:8][OH:9])=[C:6]([C:10]2[CH:11]=[C:12]([NH:16][C:17](=[O:21])[CH2:18][CH2:19]Cl)[CH:13]=[CH:14][CH:15]=2)[CH:5]=[C:4]([C:22]2[CH:27]=[CH:26][CH:25]=[CH:24][C:23]=2[OH:28])[N:3]=1.[I-].[Na+].[NH:31]1[CH2:36][CH2:35][CH2:34][CH2:33][CH2:32]1. Product: [NH2:1][C:2]1[C:7]([CH2:8][OH:9])=[C:6]([C:10]2[CH:11]=[C:12]([NH:16][C:17](=[O:21])[CH2:18][CH2:19][N:31]3[CH2:36][CH2:35][CH2:34][CH2:33][CH2:32]3)[CH:13]=[CH:14][CH:15]=2)[CH:5]=[C:4]([C:22]2[CH:27]=[CH:26][CH:25]=[CH:24][C:23]=2[OH:28])[N:3]=1. The catalyst class is: 47. (7) Reactant: [NH2:1][C:2]1[C:3]([C:10]([O-:12])=O)=[N:4][C:5]([CH3:9])=[C:6]([CH3:8])[N:7]=1.[Li+].CN(C)C=O.[N:19]1[CH:24]=[CH:23][CH:22]=[CH:21][C:20]=1[O:25][CH2:26][C:27]1[CH:34]=[CH:33][C:30]([CH2:31][NH2:32])=[CH:29][CH:28]=1.C(N(CC)C(C)C)(C)C. Product: [NH2:1][C:2]1[C:3]([C:10]([NH:32][CH2:31][C:30]2[CH:29]=[CH:28][C:27]([CH2:26][O:25][C:20]3[CH:21]=[CH:22][CH:23]=[CH:24][N:19]=3)=[CH:34][CH:33]=2)=[O:12])=[N:4][C:5]([CH3:9])=[C:6]([CH3:8])[N:7]=1. The catalyst class is: 6.